From a dataset of Reaction yield outcomes from USPTO patents with 853,638 reactions. Predict the reaction yield, written as a fraction of the theoretical maximum amount of product (1.0 means a 100% yield; for example, 0.34 means a 34% yield). (1) The reactants are [O:1]1[C:5]2[CH:6]=[CH:7][C:8]([CH2:10][NH:11][CH2:12][CH2:13][CH:14]3[CH2:19][CH2:18][CH2:17][CH2:16][N:15]3[C:20]3[CH:25]=[CH:24][N:23]=[C:22]([N:26]4[CH:30]=[CH:29][N:28]=[CH:27]4)[N:21]=3)=[CH:9][C:4]=2[O:3][CH2:2]1.CCN(C(C)C)C(C)C.[CH3:40][S:41](Cl)(=[O:43])=[O:42]. The catalyst is C1COCC1. The product is [O:1]1[C:5]2[CH:6]=[CH:7][C:8]([CH2:10][N:11]([S:41]([CH3:40])(=[O:43])=[O:42])[CH2:12][CH2:13][CH:14]3[CH2:19][CH2:18][CH2:17][CH2:16][N:15]3[C:20]3[CH:25]=[CH:24][N:23]=[C:22]([N:26]4[CH:30]=[CH:29][N:28]=[CH:27]4)[N:21]=3)=[CH:9][C:4]=2[O:3][CH2:2]1. The yield is 0.510. (2) The reactants are [Cl:1][C:2]1[CH:3]=[C:4]([C:12]2[N:16]=[C:15]([C:17]3[CH:18]=[C:19]4[C:23](=[CH:24][CH:25]=3)[CH2:22][NH:21][CH2:20]4)[O:14][N:13]=2)[CH:5]=[CH:6][C:7]=1[O:8][CH:9]([CH3:11])[CH3:10].[C:26]([O:30][CH3:31])(=[O:29])[CH:27]=[CH2:28]. The catalyst is CO. The yield is 1.04. The product is [Cl:1][C:2]1[CH:3]=[C:4]([C:12]2[N:16]=[C:15]([C:17]3[CH:18]=[C:19]4[C:23](=[CH:24][CH:25]=3)[CH2:22][N:21]([CH2:28][CH2:27][C:26]([O:30][CH3:31])=[O:29])[CH2:20]4)[O:14][N:13]=2)[CH:5]=[CH:6][C:7]=1[O:8][CH:9]([CH3:11])[CH3:10]. (3) The reactants are [F:1][C:2]1[CH:11]=[C:10]([NH:12][C:13]([C:15]2[O:16][C:17]([CH:23]([CH3:25])[CH3:24])=[C:18]([CH:20]([CH3:22])[CH3:21])[CH:19]=2)=[O:14])[CH:9]=[CH:8][C:3]=1[C:4]([O:6]C)=[O:5].[OH-].[Na+]. The catalyst is C(O)C. The product is [F:1][C:2]1[CH:11]=[C:10]([NH:12][C:13]([C:15]2[O:16][C:17]([CH:23]([CH3:25])[CH3:24])=[C:18]([CH:20]([CH3:21])[CH3:22])[CH:19]=2)=[O:14])[CH:9]=[CH:8][C:3]=1[C:4]([OH:6])=[O:5]. The yield is 0.860. (4) The catalyst is ClCCl.C(O)(C)(C)C.O. The yield is 0.640. The reactants are [CH3:1][C:2]([CH3:26])([CH3:25])[C:3]([O:5][C:6]1[C:7]([C:18]([O:20][CH2:21][CH2:22][CH2:23][CH3:24])=[O:19])=[CH:8][CH:9]=[C:10]2[C:15]=1[N:14]=[C:13]([CH:16]=[O:17])[CH:12]=[CH:11]2)=[O:4].P([O-])(O)(O)=[O:28].[Na+].CC(=CC)C.Cl([O-])=O.[Na+]. The product is [CH3:1][C:2]([CH3:25])([CH3:26])[C:3]([O:5][C:6]1[C:7]([C:18]([O:20][CH2:21][CH2:22][CH2:23][CH3:24])=[O:19])=[CH:8][CH:9]=[C:10]2[C:15]=1[N:14]=[C:13]([C:16]([OH:28])=[O:17])[CH:12]=[CH:11]2)=[O:4].